This data is from Catalyst prediction with 721,799 reactions and 888 catalyst types from USPTO. The task is: Predict which catalyst facilitates the given reaction. Reactant: [CH3:1][C:2]1[N:6]=[C:5]([C:7]2[CH:12]=[CH:11][CH:10]=[CH:9][C:8]=2[C:13]2[CH:14]=[C:15]3[C:20](=[CH:21][CH:22]=2)[C@H:19]([NH:23]C(=O)OC(C)(C)C)[CH2:18][CH2:17][CH2:16]3)[O:4][N:3]=1.Cl. Product: [CH3:1][C:2]1[N:6]=[C:5]([C:7]2[CH:12]=[CH:11][CH:10]=[CH:9][C:8]=2[C:13]2[CH:14]=[C:15]3[C:20](=[CH:21][CH:22]=2)[C@H:19]([NH2:23])[CH2:18][CH2:17][CH2:16]3)[O:4][N:3]=1. The catalyst class is: 684.